From a dataset of Forward reaction prediction with 1.9M reactions from USPTO patents (1976-2016). Predict the product of the given reaction. (1) Given the reactants O1C2C=CC=CC=2N=C1O[CH2:11][C:12]1[C:13](=[O:22])[N:14]([CH2:18][CH2:19][CH2:20][CH3:21])[CH:15]=[CH:16][CH:17]=1.S(Cl)([Cl:25])=O, predict the reaction product. The product is: [CH2:18]([N:14]1[CH:15]=[CH:16][CH:17]=[C:12]([CH2:11][Cl:25])[C:13]1=[O:22])[CH2:19][CH2:20][CH3:21]. (2) Given the reactants [Br:1][C:2]1[CH:3]=[C:4]2[C:9](=[CH:10][CH:11]=1)[NH:8][C:7](=[O:12])[CH:6]=[C:5]2[C:13]1[CH:18]=[CH:17][CH:16]=[C:15]([Cl:19])[CH:14]=1.IC.[CH3:22]COC(C)=O, predict the reaction product. The product is: [Br:1][C:2]1[CH:3]=[C:4]2[C:9](=[CH:10][CH:11]=1)[N:8]([CH3:22])[C:7](=[O:12])[CH:6]=[C:5]2[C:13]1[CH:18]=[CH:17][CH:16]=[C:15]([Cl:19])[CH:14]=1. (3) Given the reactants C(S([C:11]1[N:20]=[CH:19][C:18]2[CH2:17][CH2:16][C:15]3[C:21]([C:25]([C:27]4[CH:32]=[CH:31][CH:30]=[CH:29][CH:28]=4)=[O:26])=[N:22][N:23]([CH3:24])[C:14]=3[C:13]=2[N:12]=1)(=O)=O)C1C=CC=CC=1.[CH:33]1([NH2:39])[CH2:38][CH2:37][CH2:36][CH2:35][CH2:34]1, predict the reaction product. The product is: [CH:33]1([NH:39][C:11]2[N:20]=[CH:19][C:18]3[CH2:17][CH2:16][C:15]4[C:21]([C:25]([C:27]5[CH:32]=[CH:31][CH:30]=[CH:29][CH:28]=5)=[O:26])=[N:22][N:23]([CH3:24])[C:14]=4[C:13]=3[N:12]=2)[CH2:38][CH2:37][CH2:36][CH2:35][CH2:34]1.[CH:33]1([NH:39][C:11]2[N:20]=[CH:19][C:18]3[CH:17]=[CH:16][C:15]4[C:21]([C:25]([C:27]5[CH:32]=[CH:31][CH:30]=[CH:29][CH:28]=5)=[O:26])=[N:22][N:23]([CH3:24])[C:14]=4[C:13]=3[N:12]=2)[CH2:38][CH2:37][CH2:36][CH2:35][CH2:34]1. (4) Given the reactants [CH2:1]([O:8][C:9]1[C:14]([CH2:15][N:16]2[CH2:25][CH2:24][C:23]3[C:18](=[C:19]([Cl:32])[C:20]([CH2:27][C:28]([O:30][CH3:31])=[O:29])=[CH:21][C:22]=3[Cl:26])[C:17]2=[O:33])=[C:13]([CH3:34])[CH:12]=[C:11]([CH3:35])[N:10]=1)[C:2]1[CH:7]=[CH:6][CH:5]=[CH:4][CH:3]=1.C(C1C=CC(S([N:48]=[N+:49]=[N-])(=O)=O)=C(N)C=1)(=O)C.N12CCCN=C1CCCCC2, predict the reaction product. The product is: [CH2:1]([O:8][C:9]1[C:14]([CH2:15][N:16]2[CH2:25][CH2:24][C:23]3[C:18](=[C:19]([Cl:32])[C:20]([C:27](=[N+:48]=[N-:49])[C:28]([O:30][CH3:31])=[O:29])=[CH:21][C:22]=3[Cl:26])[C:17]2=[O:33])=[C:13]([CH3:34])[CH:12]=[C:11]([CH3:35])[N:10]=1)[C:2]1[CH:3]=[CH:4][CH:5]=[CH:6][CH:7]=1. (5) Given the reactants [NH:1]1[C:5]([C:6]2[CH:12]=[C:11]([C:13]([F:16])([F:15])[F:14])[CH:10]=[CH:9][C:7]=2[NH2:8])=[CH:4][N:3]=[N:2]1.C([O-])([O-])=O.[K+].[K+].[C:23](Cl)(Cl)=[S:24], predict the reaction product. The product is: [F:16][C:13]([F:15])([F:14])[C:11]1[CH:10]=[CH:9][C:7]2[NH:8][C:23](=[S:24])[N:1]3[N:2]=[N:3][CH:4]=[C:5]3[C:6]=2[CH:12]=1.